From a dataset of Cav3 T-type calcium channel HTS with 100,875 compounds. Binary Classification. Given a drug SMILES string, predict its activity (active/inactive) in a high-throughput screening assay against a specified biological target. (1) The molecule is S(=O)(=O)(N1CCC(CC1)C(=O)Nc1ncccc1)c1sccc1. The result is 0 (inactive). (2) The compound is Clc1c(c2oc(c3n(c4c(n(CC(C)C)c(=O)[nH]c4=O)n3)CCOC)cc2)cccc1. The result is 0 (inactive).